From a dataset of Catalyst prediction with 721,799 reactions and 888 catalyst types from USPTO. Predict which catalyst facilitates the given reaction. (1) Reactant: [CH2:1]([N:8]1[CH2:13][CH2:12][N:11](C(OC(C)(C)C)=O)[C@H:10]([CH2:21][C:22]2[CH:27]=[CH:26][C:25]([C:28]#[N:29])=[CH:24][CH:23]=2)[CH2:9]1)[C:2]1[CH:7]=[CH:6][CH:5]=[CH:4][CH:3]=1.FC(F)(F)C(O)=O. Product: [CH2:1]([N:8]1[CH2:13][CH2:12][NH:11][C@H:10]([CH2:21][C:22]2[CH:23]=[CH:24][C:25]([C:28]#[N:29])=[CH:26][CH:27]=2)[CH2:9]1)[C:2]1[CH:3]=[CH:4][CH:5]=[CH:6][CH:7]=1. The catalyst class is: 4. (2) Reactant: [OH:1][C:2]([CH3:19])([CH3:18])[CH2:3][NH:4][C:5]1[CH:6]=[C:7]([CH:12]=[CH:13][C:14]=1[N+:15]([O-])=O)[C:8]([O:10][CH3:11])=[O:9]. Product: [NH2:15][C:14]1[CH:13]=[CH:12][C:7]([C:8]([O:10][CH3:11])=[O:9])=[CH:6][C:5]=1[NH:4][CH2:3][C:2]([OH:1])([CH3:18])[CH3:19]. The catalyst class is: 350. (3) Reactant: [Br:1][C:2]1[CH:3]=[C:4]2[C:8](=[CH:9][CH:10]=1)[NH:7][C:6]([C:11]([O:13][CH3:14])=[O:12])=[CH:5]2.[H-].[Na+].[C:17]([O:21][C:22](O[C:22]([O:21][C:17]([CH3:20])([CH3:19])[CH3:18])=[O:23])=[O:23])([CH3:20])([CH3:19])[CH3:18]. Product: [Br:1][C:2]1[CH:3]=[C:4]2[C:8](=[CH:9][CH:10]=1)[N:7]([C:22]([O:21][C:17]([CH3:20])([CH3:19])[CH3:18])=[O:23])[C:6]([C:11]([O:13][CH3:14])=[O:12])=[CH:5]2. The catalyst class is: 7. (4) Reactant: [I:1][C:2]1[CH:3]=[C:4]([C:9]2[CH:14]=[CH:13][CH:12]=[CH:11][CH:10]=2)[CH:5]=[CH:6][C:7]=1[OH:8].[C:15]([O-])([O-])=O.[K+].[K+].CI.O. Product: [I:1][C:2]1[CH:3]=[C:4]([C:9]2[CH:14]=[CH:13][CH:12]=[CH:11][CH:10]=2)[CH:5]=[CH:6][C:7]=1[O:8][CH3:15]. The catalyst class is: 3. (5) Reactant: CS(O[CH2:6][C:7]1[CH:12]=[CH:11][C:10]([CH2:13][CH2:14][NH:15][C:16]([C:18]2[CH:23]=[CH:22][C:21]([C:24]3[CH:29]=[CH:28][C:27]([Cl:30])=[CH:26][CH:25]=3)=[CH:20][CH:19]=2)=[O:17])=[CH:9][CH:8]=1)(=O)=O.[NH:31]1[CH2:35][CH:34]=[CH:33][CH2:32]1. Product: [N:31]1([CH2:6][C:7]2[CH:12]=[CH:11][C:10]([CH2:13][CH2:14][NH:15][C:16]([C:18]3[CH:23]=[CH:22][C:21]([C:24]4[CH:29]=[CH:28][C:27]([Cl:30])=[CH:26][CH:25]=4)=[CH:20][CH:19]=3)=[O:17])=[CH:9][CH:8]=2)[CH2:35][CH:34]=[CH:33][CH2:32]1. The catalyst class is: 66. (6) Reactant: [Cl:1][C:2]1[CH:7]=[C:6]([Cl:8])[CH:5]=[CH:4][C:3]=1[C:9]1[O:13][C:12]([SH:14])=[N:11][N:10]=1.C(=O)([O-])[O-].[K+].[K+].Br[CH2:22][CH2:23][CH2:24][C:25]([O:27][CH3:28])=[O:26]. Product: [CH3:28][O:27][C:25](=[O:26])[CH2:24][CH2:23][CH2:22][S:14][C:12]1[O:13][C:9]([C:3]2[CH:4]=[CH:5][C:6]([Cl:8])=[CH:7][C:2]=2[Cl:1])=[N:10][N:11]=1. The catalyst class is: 21.